Dataset: Forward reaction prediction with 1.9M reactions from USPTO patents (1976-2016). Task: Predict the product of the given reaction. (1) Given the reactants [Cl:1][C:2]1[CH:3]=[CH:4][C:5]2[N:11]([C:12](=[O:30])[C:13]3[CH:18]=[CH:17][C:16]([NH:19][C:20](=[O:28])[C:21]4[CH:26]=[CH:25][CH:24]=[CH:23][C:22]=4[CH3:27])=[CH:15][C:14]=3[CH3:29])[CH2:10][CH2:9][CH2:8][C:7](=[O:31])[C:6]=2[CH:32]=1, predict the reaction product. The product is: [CH3:27][C:22]1[CH:23]=[CH:24][CH:25]=[CH:26][C:21]=1[C:20]([NH:19][C:16]1[CH:17]=[CH:18][C:13]([C:12]([N:11]2[C:5]3[CH:4]=[CH:3][C:2]([Cl:1])=[CH:32][C:6]=3[CH:7]([OH:31])[CH2:8][CH2:9][CH2:10]2)=[O:30])=[C:14]([CH3:29])[CH:15]=1)=[O:28]. (2) Given the reactants [CH3:1][O:2][C:3](=[O:23])[C:4]1[CH:9]=[CH:8][C:7]([CH2:10][O:11][C:12]2[CH:22]=[CH:21][C:15]3[CH2:16][CH2:17][NH:18][CH2:19][CH2:20][C:14]=3[CH:13]=2)=[CH:6][CH:5]=1.[C:24]1(=O)[CH2:28][CH2:27][CH2:26][CH2:25]1.C(O[BH-](OC(=O)C)OC(=O)C)(=O)C.[Na+], predict the reaction product. The product is: [CH3:1][O:2][C:3](=[O:23])[C:4]1[CH:5]=[CH:6][C:7]([CH2:10][O:11][C:12]2[CH:22]=[CH:21][C:15]3[CH2:16][CH2:17][N:18]([CH:24]4[CH2:28][CH2:27][CH2:26][CH2:25]4)[CH2:19][CH2:20][C:14]=3[CH:13]=2)=[CH:8][CH:9]=1. (3) Given the reactants Br[C:2]1[C:3]([Cl:18])=[C:4]([C:16]#[N:17])[C:5](=[O:15])[N:6]([C:8]2[CH:13]=[CH:12][CH:11]=[CH:10][C:9]=2[CH3:14])[CH:7]=1.[C:19]1(B(O)O)[CH:24]=[CH:23][CH:22]=[CH:21][CH:20]=1.C(=O)([O-])[O-].[Na+].[Na+].COCCOC, predict the reaction product. The product is: [Cl:18][C:3]1[C:2]([C:19]2[CH:24]=[CH:23][CH:22]=[CH:21][CH:20]=2)=[CH:7][N:6]([C:8]2[CH:13]=[CH:12][CH:11]=[CH:10][C:9]=2[CH3:14])[C:5](=[O:15])[C:4]=1[C:16]#[N:17]. (4) Given the reactants [CH3:1][C:2]([O:5][C:6]([NH:8][C@H:9]([C:13]([OH:15])=O)[CH2:10][CH:11]=[CH2:12])=[O:7])([CH3:4])[CH3:3].C(N1CCOCC1)C.[CH2:24]([O:26][C:27]([N:29]1[CH2:34][CH2:33][NH:32][CH2:31][CH2:30]1)=[O:28])[CH3:25].[B-](F)(F)(F)F.CCOC(C(C#N)=NOC(N(C)C)=[N+](C)C)=O, predict the reaction product. The product is: [CH2:24]([O:26][C:27]([N:29]1[CH2:30][CH2:31][N:32]([C:13](=[O:15])[C@@H:9]([NH:8][C:6]([O:5][C:2]([CH3:1])([CH3:3])[CH3:4])=[O:7])[CH2:10][CH:11]=[CH2:12])[CH2:33][CH2:34]1)=[O:28])[CH3:25]. (5) Given the reactants [NH2:1][C@@H:2]1[CH2:9][N:8]2[C:10]3[CH:11]=[C:12]([C:23]([O:25][CH3:26])=[O:24])[CH:13]=[CH:14][C:15]=3[C:16]([CH:17]3[CH2:22][CH2:21][CH2:20][CH2:19][CH2:18]3)=[C:7]2[C:6]2[CH:27]=[CH:28][C:29]([F:31])=[CH:30][C:5]=2[O:4][CH2:3]1.C(OC)(OC)OC.[CH:39](=O)[C:40]1[CH:45]=[CH:44][CH:43]=[CH:42][CH:41]=1.[BH3-]C#N.[Na+], predict the reaction product. The product is: [CH2:39]([NH:1][C@@H:2]1[CH2:9][N:8]2[C:10]3[CH:11]=[C:12]([C:23]([O:25][CH3:26])=[O:24])[CH:13]=[CH:14][C:15]=3[C:16]([CH:17]3[CH2:22][CH2:21][CH2:20][CH2:19][CH2:18]3)=[C:7]2[C:6]2[CH:27]=[CH:28][C:29]([F:31])=[CH:30][C:5]=2[O:4][CH2:3]1)[C:40]1[CH:45]=[CH:44][CH:43]=[CH:42][CH:41]=1. (6) Given the reactants [NH2:1][C:2]1[S:3]/[C:4](=[CH:8]\[C:9]2[CH:14]=[C:13]([O:15][CH3:16])[C:12]([OH:17])=[C:11]([Cl:18])[CH:10]=2)/[C:5](=[O:7])[N:6]=1.Br[CH2:20][C:21]([C:23]1[CH:28]=[CH:27][C:26]([N:29]2[CH2:34][CH2:33][O:32][CH2:31][CH2:30]2)=[CH:25][CH:24]=1)=O, predict the reaction product. The product is: [Cl:18][C:11]1[CH:10]=[C:9](/[CH:8]=[C:4]2/[C:5](=[O:7])[N:6]3[CH:20]=[C:21]([C:23]4[CH:24]=[CH:25][C:26]([N:29]5[CH2:30][CH2:31][O:32][CH2:33][CH2:34]5)=[CH:27][CH:28]=4)[N:1]=[C:2]3[S:3]/2)[CH:14]=[C:13]([O:15][CH3:16])[C:12]=1[OH:17]. (7) The product is: [Br-:1].[Br-:1].[CH2:2]([N+:15]1[CH:20]=[CH:19][CH:18]=[CH:17][CH:16]=1)[CH2:3][CH2:4][CH2:5][CH2:6][CH2:7][CH2:8][CH2:9][CH2:10][CH2:11][CH2:12][CH2:13][N+:15]1[CH:20]=[CH:19][CH:18]=[CH:17][CH:16]=1. Given the reactants [Br:1][CH2:2][CH2:3][CH2:4][CH2:5][CH2:6][CH2:7][CH2:8][CH2:9][CH2:10][CH2:11][CH2:12][CH2:13]Br.[N:15]1[CH:20]=[CH:19][CH:18]=[CH:17][CH:16]=1, predict the reaction product. (8) Given the reactants [B:10]1([B:10]2[O:14][C:13]([CH3:16])([CH3:15])[C:12]([CH3:18])([CH3:17])[O:11]2)[O:14][C:13]([CH3:16])([CH3:15])[C:12]([CH3:18])([CH3:17])[O:11]1.C(C1C=C(C(C)C)C=C(C(C)C)C=1C1C=CC=CC=1P(C1CCCCC1)C1CCCCC1)(C)C.C([O-])(=O)C.[K+].[C:58]([O:61][CH2:62][C:63]1[C:68]([N:69]2[CH:78]=[CH:77][C:76]3[C:71](=[C:72]([F:83])[CH:73]=[C:74]([C:79]([CH3:82])([CH3:81])[CH3:80])[CH:75]=3)[C:70]2=[O:84])=[CH:67][CH:66]=[CH:65][C:64]=1Cl)(=[O:60])[CH3:59], predict the reaction product. The product is: [C:58]([O:61][CH2:62][C:63]1[C:64]([B:10]2[O:11][C:12]([CH3:17])([CH3:18])[C:13]([CH3:15])([CH3:16])[O:14]2)=[CH:65][CH:66]=[CH:67][C:68]=1[N:69]1[CH:78]=[CH:77][C:76]2[C:71](=[C:72]([F:83])[CH:73]=[C:74]([C:79]([CH3:81])([CH3:80])[CH3:82])[CH:75]=2)[C:70]1=[O:84])(=[O:60])[CH3:59]. (9) Given the reactants C([O:3][C:4](=[O:37])[CH2:5][N:6]1[CH:11]=[C:10]([C:12](=[O:35])[NH:13][C:14]2[CH:15]=[N:16][C:17]([N:20]3[C:24]([C:25]([F:28])([F:27])[F:26])=[CH:23][C:22]([C:29]4[CH:30]=[N:31][CH:32]=[CH:33][CH:34]=4)=[N:21]3)=[CH:18][CH:19]=2)[CH:9]=[CH:8][C:7]1=[O:36])C.[Li+].[OH-].Cl, predict the reaction product. The product is: [O:36]=[C:7]1[CH:8]=[CH:9][C:10]([C:12](=[O:35])[NH:13][C:14]2[CH:15]=[N:16][C:17]([N:20]3[C:24]([C:25]([F:27])([F:28])[F:26])=[CH:23][C:22]([C:29]4[CH:30]=[N:31][CH:32]=[CH:33][CH:34]=4)=[N:21]3)=[CH:18][CH:19]=2)=[CH:11][N:6]1[CH2:5][C:4]([OH:37])=[O:3].